From a dataset of Forward reaction prediction with 1.9M reactions from USPTO patents (1976-2016). Predict the product of the given reaction. (1) Given the reactants Br[C:2]1[CH:7]=[CH:6][C:5]([N:8]2[C:12](=[O:13])[CH2:11][CH:10]([C:14]3[CH:19]=[CH:18][CH:17]=[CH:16][CH:15]=3)[C:9]2=[O:20])=[CH:4][CH:3]=1.[B:21]1([B:21]2[O:25][C:24]([CH3:27])([CH3:26])[C:23]([CH3:29])([CH3:28])[O:22]2)[O:25][C:24]([CH3:27])([CH3:26])[C:23]([CH3:29])([CH3:28])[O:22]1.ClCCl.C([O-])(=O)C.[K+], predict the reaction product. The product is: [C:14]1([CH:10]2[CH2:11][C:12](=[O:13])[N:8]([C:5]3[CH:6]=[CH:7][C:2]([B:21]4[O:25][C:24]([CH3:27])([CH3:26])[C:23]([CH3:29])([CH3:28])[O:22]4)=[CH:3][CH:4]=3)[C:9]2=[O:20])[CH:19]=[CH:18][CH:17]=[CH:16][CH:15]=1. (2) Given the reactants [C:1]([O:5][C:6]([C:8]1([C:15]([O:17][C:18]([CH3:21])([CH3:20])[CH3:19])=[O:16])[CH2:13][CH2:12][C:11](=[O:14])[CH2:10][CH2:9]1)=[O:7])([CH3:4])([CH3:3])[CH3:2].[BH4-].[Na+], predict the reaction product. The product is: [C:18]([O:17][C:15]([C:8]1([C:6]([O:5][C:1]([CH3:4])([CH3:3])[CH3:2])=[O:7])[CH2:9][CH2:10][CH:11]([OH:14])[CH2:12][CH2:13]1)=[O:16])([CH3:21])([CH3:20])[CH3:19]. (3) Given the reactants Br[C:2]1[CH:7]=[CH:6][CH:5]=[CH:4][N:3]=1.[NH:8]1[CH:12]=[CH:11][C:10](C=O)=[N:9]1.[C:15](=O)([O-])[O-:16].[K+].[K+], predict the reaction product. The product is: [N:3]1[CH:4]=[CH:5][CH:6]=[CH:7][C:2]=1[N:9]1[CH:10]=[C:11]([CH:15]=[O:16])[CH:12]=[N:8]1. (4) Given the reactants [CH:1]([Si:4]([CH:19]([CH3:21])[CH3:20])([CH:16]([CH3:18])[CH3:17])[O:5][C:6]1[CH:11]=[CH:10][C:9]([CH3:12])=[C:8]([N+:13]([O-])=O)[CH:7]=1)([CH3:3])[CH3:2].[Sn](Cl)Cl.C(=O)([O-])O.[Na+], predict the reaction product. The product is: [CH3:12][C:9]1[CH:10]=[CH:11][C:6]([O:5][Si:4]([CH:16]([CH3:18])[CH3:17])([CH:19]([CH3:21])[CH3:20])[CH:1]([CH3:3])[CH3:2])=[CH:7][C:8]=1[NH2:13].